From a dataset of Catalyst prediction with 721,799 reactions and 888 catalyst types from USPTO. Predict which catalyst facilitates the given reaction. Reactant: Cl.[NH:2]1[C:6]2[CH:7]=[CH:8][CH:9]=[CH:10][C:5]=2[N:4]=[C:3]1[C@@H:11]1[CH2:15][C:14](=[N:16][O:17][CH3:18])[CH2:13][N:12]1C(OC(C)(C)C)=O. Product: [CH3:18][O:17][N:16]=[C:14]1[CH2:15][C@@H:11]([C:3]2[NH:2][C:6]3[CH:7]=[CH:8][CH:9]=[CH:10][C:5]=3[N:4]=2)[NH:12][CH2:13]1. The catalyst class is: 2.